From a dataset of Forward reaction prediction with 1.9M reactions from USPTO patents (1976-2016). Predict the product of the given reaction. (1) Given the reactants [CH3:1][C:2]([C@H:5]([NH:47][C:48]([O:50][CH3:51])=[O:49])[C:6]([NH:8][C@H:9]([C@@H:17]([OH:46])[CH2:18][N:19]([NH:33][C:34]([C@@H:36]([NH:41][C:42]([O:44][CH3:45])=[O:43])[C:37]([CH3:40])([CH3:39])[CH3:38])=[O:35])[CH2:20][C:21]1[CH:26]=[CH:25][C:24]([C:27]2[N:32]=[CH:31][CH:30]=[CH:29][CH:28]=2)=[CH:23][CH:22]=1)[CH2:10][C:11]1[CH:16]=[CH:15][CH:14]=[CH:13][CH:12]=1)=[O:7])([CH3:4])[CH3:3].CCCCCCC.[S:59](=[O:63])(=[O:62])([OH:61])[OH:60], predict the reaction product. The product is: [CH3:4][C:2]([C@H:5]([NH:47][C:48]([O:50][CH3:51])=[O:49])[C:6]([NH:8][C@H:9]([C@@H:17]([OH:46])[CH2:18][N:19]([NH:33][C:34]([C@@H:36]([NH:41][C:42]([O:44][CH3:45])=[O:43])[C:37]([CH3:38])([CH3:39])[CH3:40])=[O:35])[CH2:20][C:21]1[CH:22]=[CH:23][C:24]([C:27]2[CH:28]=[CH:29][CH:30]=[CH:31][N:32]=2)=[CH:25][CH:26]=1)[CH2:10][C:11]1[CH:16]=[CH:15][CH:14]=[CH:13][CH:12]=1)=[O:7])([CH3:1])[CH3:3].[OH:62][S:59]([OH:63])(=[O:61])=[O:60]. (2) Given the reactants C([O:4][C@@H:5]1[C@@H:10]([O:11]C(=O)C)[C@H:9]([O:15]C(=O)C)[C@@H:8]([CH2:19][O:20]C(=O)C)[O:7][C@H:6]1[O:24][C:25]1[C:29]([CH2:30][C:31]2[CH:36]=[CH:35][C:34]([CH2:37][CH2:38][CH2:39][C:40](=[O:47])[NH:41][C@H:42]([C:44](O)=[O:45])[CH3:43])=[CH:33][CH:32]=2)=[C:28]([CH:48]([CH3:50])[CH3:49])[NH:27][N:26]=1)(=O)C.ON1C2C=CC=CC=2N=N1.Cl.C(N=C=NCCCN(C)C)C.[NH2:73][CH:74]([CH2:77][OH:78])[CH2:75][OH:76].[OH-].[Na+], predict the reaction product. The product is: [C@@H:6]1([O:24][C:25]2[C:29]([CH2:30][C:31]3[CH:32]=[CH:33][C:34]([CH2:37][CH2:38][CH2:39][C:40](=[O:47])[NH:41][C@H:42]([C:44](=[O:45])[NH:73][CH:74]([CH2:77][OH:78])[CH2:75][OH:76])[CH3:43])=[CH:35][CH:36]=3)=[C:28]([CH:48]([CH3:50])[CH3:49])[NH:27][N:26]=2)[O:7][C@H:8]([CH2:19][OH:20])[C@@H:9]([OH:15])[C@H:10]([OH:11])[C@H:5]1[OH:4]. (3) Given the reactants [O:1]1[C:5]2[CH2:6][NH:7][CH2:8][CH:9]([OH:10])[C:4]=2[CH:3]=[CH:2]1.F[C:12]1[CH:17]=[CH:16][C:15]([C:18]([F:21])([F:20])[F:19])=[CH:14][CH:13]=1, predict the reaction product. The product is: [F:19][C:18]([F:21])([F:20])[C:15]1[CH:16]=[CH:17][C:12]([O:10][CH:9]2[CH2:8][NH:7][CH2:6][C:5]3[O:1][CH:2]=[CH:3][C:4]2=3)=[CH:13][CH:14]=1.